Dataset: Full USPTO retrosynthesis dataset with 1.9M reactions from patents (1976-2016). Task: Predict the reactants needed to synthesize the given product. (1) Given the product [C:1]([C:3]1[CH:4]=[C:5]([CH:10]=[CH:11][C:12]=1[O:13][CH3:14])[C:6]([O:8][CH3:9])=[O:7])#[N:2], predict the reactants needed to synthesize it. The reactants are: [C:1]([C:3]1[CH:4]=[C:5]([CH:10]=[CH:11][C:12]=1[OH:13])[C:6]([O:8][CH3:9])=[O:7])#[N:2].[C:14](=O)([O-])[O-].[K+].[K+].COS(=O)(=O)OC. (2) Given the product [NH2:1][C:2]1[C:11]2[N:12]=[C:13]([CH2:24][OH:25])[N:14]([CH2:15][CH2:16][NH:17][C:18]([NH:20][CH:21]([CH3:23])[CH3:22])=[O:19])[C:10]=2[C:9]2[CH:8]=[CH:7][CH:6]=[CH:5][C:4]=2[N:3]=1, predict the reactants needed to synthesize it. The reactants are: [NH2:1][C:2]1[C:11]2[N:12]=[C:13]([CH2:24][O:25]CC)[N:14]([CH2:15][CH2:16][NH:17][C:18]([NH:20][CH:21]([CH3:23])[CH3:22])=[O:19])[C:10]=2[C:9]2[CH:8]=[CH:7][CH:6]=[CH:5][C:4]=2[N:3]=1.